From a dataset of Forward reaction prediction with 1.9M reactions from USPTO patents (1976-2016). Predict the product of the given reaction. (1) Given the reactants [NH2:1]C1C=CC=CC=1.[NH:8]1[C:12]2[CH:13]=[CH:14][CH:15]=[N:16][C:11]=2[N:10]=[N:9]1, predict the reaction product. The product is: [NH2:1][N:9]1[N:8]=[C:12]2[CH:13]=[CH:14][CH:15]=[N:16][C:11]2=[N:10]1. (2) Given the reactants [O:1]=[C:2]1[CH:7](C(OCC)=O)[C:6](=[O:13])[CH2:5][CH2:4][N:3]1[N:14]1[CH2:19][CH2:18][CH2:17][CH2:16][CH2:15]1, predict the reaction product. The product is: [N:3]1([N:14]2[CH2:19][CH2:18][CH2:17][CH2:16][CH2:15]2)[CH2:4][CH2:5][C:6](=[O:13])[CH2:7][C:2]1=[O:1]. (3) Given the reactants [C:1]([Si:5]([CH3:42])([CH3:41])[O:6][CH:7]([C:37]([CH3:40])([CH3:39])[CH3:38])[CH2:8][CH2:9][C:10]1[CH:15]=[CH:14][C:13]([C:16]([C:21]2[CH:34]=[CH:33][C:24]([O:25][CH2:26][C@@H:27](O)[CH2:28][CH2:29][CH2:30][OH:31])=[C:23]([CH3:35])[CH:22]=2)([CH2:19][CH3:20])[CH2:17][CH3:18])=[CH:12][C:11]=1[CH3:36])([CH3:4])([CH3:3])[CH3:2].C1C=CC(P(C2C=CC=CC=2)C2C=CC=CC=2)=CC=1.CCOC(/N=N/C(OCC)=O)=O.CCOCC, predict the reaction product. The product is: [C:1]([Si:5]([O:6][CH:7]([CH2:8][CH2:9][C:10]1[CH:15]=[CH:14][C:13]([C:16]([CH2:17][CH3:18])([C:21]2[CH:34]=[CH:33][C:24]([O:25][CH2:26][C@@H:27]3[CH2:28][CH2:29][CH2:30][O:31]3)=[C:23]([CH3:35])[CH:22]=2)[CH2:19][CH3:20])=[CH:12][C:11]=1[CH3:36])[C:37]([CH3:38])([CH3:39])[CH3:40])([CH3:41])[CH3:42])([CH3:2])([CH3:3])[CH3:4]. (4) The product is: [C:36]([O:40][C:41](=[O:64])[NH:42][CH:43]1[CH2:44][CH2:45][N:46]([CH2:49][CH2:50][N:51]2[C:52](=[O:63])[CH2:32][O:31][C:29]3[N:28]=[CH:57][C:56]([Br:1])=[CH:55][C:60]2=3)[CH2:47][CH2:48]1)([CH3:39])([CH3:38])[CH3:37]. Given the reactants [Br:1]C1C=CC2OCC(=O)NC=2N=1.[H-].[Na+].CS(OCCN1CCC([NH:28][C:29]([O:31][C:32](C)(C)C)=O)CC1)(=O)=O.[C:36]([O:40][C:41](=[O:64])[NH:42][CH:43]1[CH2:48][CH2:47][N:46]([CH2:49][CH2:50][N:51]2[C:60]3[C:55](=[CH:56][CH:57]=C(OC)C=3)C=C[C:52]2=[O:63])[CH2:45][CH2:44]1)([CH3:39])([CH3:38])[CH3:37], predict the reaction product.